This data is from Catalyst prediction with 721,799 reactions and 888 catalyst types from USPTO. The task is: Predict which catalyst facilitates the given reaction. Reactant: [Cl:1][C:2]1[CH:10]=[C:9]2[C:5](/[C:6](=[CH:12]/[C:13]3[CH:17]=[CH:16][O:15][CH:14]=3)/[C:7](=[O:11])[NH:8]2)=[CH:4][CH:3]=1.[C:18]([O:22][C:23](O[C:23]([O:22][C:18]([CH3:21])([CH3:20])[CH3:19])=[O:24])=[O:24])([CH3:21])([CH3:20])[CH3:19]. Product: [C:18]([O:22][C:23]([N:8]1[C:9]2[C:5](=[CH:4][CH:3]=[C:2]([Cl:1])[CH:10]=2)/[C:6](=[CH:12]/[C:13]2[CH:17]=[CH:16][O:15][CH:14]=2)/[C:7]1=[O:11])=[O:24])([CH3:21])([CH3:20])[CH3:19]. The catalyst class is: 119.